This data is from Catalyst prediction with 721,799 reactions and 888 catalyst types from USPTO. The task is: Predict which catalyst facilitates the given reaction. Reactant: [Cl:1][C:2]1[CH:22]=[CH:21][C:5]([CH2:6][N:7]2[CH2:12][CH2:11][CH:10]([NH:13]C(=O)OC(C)(C)C)[CH2:9][CH2:8]2)=[CH:4][C:3]=1[F:23].FC(F)(F)C(O)=O.[OH-].[Na+]. Product: [Cl:1][C:2]1[CH:22]=[CH:21][C:5]([CH2:6][N:7]2[CH2:12][CH2:11][CH:10]([NH2:13])[CH2:9][CH2:8]2)=[CH:4][C:3]=1[F:23]. The catalyst class is: 4.